This data is from Reaction yield outcomes from USPTO patents with 853,638 reactions. The task is: Predict the reaction yield, written as a fraction of the theoretical maximum amount of product (1.0 means a 100% yield; for example, 0.34 means a 34% yield). (1) The reactants are [N:1]1[C:6]2[CH2:7][NH:8][CH2:9][CH2:10][O:11][C:5]=2[N:4]=[C:3]([C:12]([O:14][CH3:15])=[O:13])[CH:2]=1.CCN(CC)CC.[O:23]1[CH2:28][CH2:27][CH:26]([C:29](Cl)=[O:30])[CH2:25][CH2:24]1. The catalyst is C(Cl)Cl. The product is [O:23]1[CH2:28][CH2:27][CH:26]([C:29]([N:8]2[CH2:7][C:6]3[N:1]=[CH:2][C:3]([C:12]([O:14][CH3:15])=[O:13])=[N:4][C:5]=3[O:11][CH2:10][CH2:9]2)=[O:30])[CH2:25][CH2:24]1. The yield is 0.520. (2) The reactants are [F:1][C:2]1[C:3]([CH3:13])=[C:4]2[C:9](=[CH:10][CH:11]=1)[NH:8][C:7](=[O:12])[CH2:6][CH2:5]2.[H-].[Na+].Cl[CH2:17][CH2:18][CH2:19]I.[CH2:21]([CH:25]1[CH2:30][CH2:29][NH:28][CH2:27][CH2:26]1)[CH2:22][CH2:23][CH3:24].[Na+].[I-].C([O-])([O-])=O.[K+].[K+]. The catalyst is CN(C=O)C. The product is [CH2:21]([CH:25]1[CH2:30][CH2:29][N:28]([CH2:17][CH2:18][CH2:19][N:8]2[C:9]3[C:4](=[C:3]([CH3:13])[C:2]([F:1])=[CH:11][CH:10]=3)[CH2:5][CH2:6][C:7]2=[O:12])[CH2:27][CH2:26]1)[CH2:22][CH2:23][CH3:24]. The yield is 0.330. (3) The product is [C:26]([O:30][C:31]([N:33]1[CH2:41][CH2:40][CH:36]([C:37](=[O:38])[NH:1][CH2:2][C:3](=[O:4])[C:5]2[CH:10]=[CH:9][CH:8]=[C:7]([C:11]([F:12])([F:13])[F:14])[CH:6]=2)[CH2:35][CH2:34]1)=[O:32])([CH3:29])([CH3:28])[CH3:27]. The catalyst is CCOC(C)=O.O.C1COCC1. The reactants are [NH2:1][CH2:2][C:3]([C:5]1[CH:10]=[CH:9][CH:8]=[C:7]([C:11]([F:14])([F:13])[F:12])[CH:6]=1)=[O:4].CC1C=CC(S(O)(=O)=O)=CC=1.[C:26]([O:30][C:31]([N:33]1[CH2:41][CH2:40][CH:36]([C:37](O)=[O:38])[CH2:35][CH2:34]1)=[O:32])([CH3:29])([CH3:28])[CH3:27].CCCP(=O)=O.CN1CCOCC1. The yield is 0.790. (4) The reactants are Cl.[Cl:2][C:3]1[N:8]=[C:7]([C:9]([OH:11])=O)[CH:6]=[CH:5][CH:4]=1.CN(C(ON1N=N[C:22]2[CH:23]=[CH:24][CH:25]=[N:26][C:21]1=2)=[N+](C)C)C.F[P-](F)(F)(F)(F)F.[CH3:36][N:37]1[CH2:42][CH2:41]O[CH2:39][CH2:38]1.C(=O)(O)[O-].[Na+].[CH3:48][N:49](C=O)C. No catalyst specified. The product is [Cl:2][C:3]1[N:8]=[C:7]([C:9]([NH:49][CH:48]2[CH2:41][CH2:42][N:37]([CH2:36][C:23]3[CH:22]=[CH:21][N:26]=[CH:25][CH:24]=3)[CH2:38][CH2:39]2)=[O:11])[CH:6]=[CH:5][CH:4]=1. The yield is 0.640.